From a dataset of Full USPTO retrosynthesis dataset with 1.9M reactions from patents (1976-2016). Predict the reactants needed to synthesize the given product. (1) Given the product [OH:8][C@H:5]1[CH2:6][CH2:7][C@H:2]([N:1]2[C:24](=[O:25])[C:23]3[C:22](=[CH:29][CH:28]=[CH:27][CH:26]=3)[C:21]2=[O:30])[CH2:3][CH2:4]1, predict the reactants needed to synthesize it. The reactants are: [NH2:1][C@H:2]1[CH2:7][CH2:6][C@H:5]([OH:8])[CH2:4][CH2:3]1.C(=O)([O-])[O-].[K+].[K+].C(N1[C:24](=[O:25])[C:23]2=[CH:26][CH:27]=[CH:28][CH:29]=[C:22]2[C:21]1=[O:30])(OCC)=O. (2) Given the product [CH3:27][O:26][C:18]1[CH:17]=[C:16]([O:15][CH2:22][C:23]2[C:12]([CH3:13])=[C:14]([C:33]3[CH:28]=[CH:29][CH:30]=[CH:31][CH:32]=3)[CH:18]=[CH:17][CH:16]=2)[CH:23]=[C:22]([O:24][CH3:25])[C:19]=1[CH:20]=[O:21], predict the reactants needed to synthesize it. The reactants are: N(C(O[CH:12]([CH3:14])[CH3:13])=O)=NC(OC(C)C)=O.[OH:15][C:16]1[CH:23]=[C:22]([O:24][CH3:25])[C:19]([CH:20]=[O:21])=[C:18]([O:26][CH3:27])[CH:17]=1.[C:28]1(P([C:28]2[CH:33]=[CH:32][CH:31]=[CH:30][CH:29]=2)[C:28]2[CH:33]=[CH:32][CH:31]=[CH:30][CH:29]=2)[CH:33]=[CH:32][CH:31]=[CH:30][CH:29]=1.CO. (3) Given the product [C:1]12([C:11]3[CH:12]=[C:13]([C:25]4[N:30]=[CH:29][C:28]([CH:31]=[O:32])=[CH:27][CH:26]=4)[CH:14]=[CH:15][C:16]=3[OH:17])[CH2:2][CH:3]3[CH2:9][CH:7]([CH2:6][CH:5]([CH2:4]3)[CH2:10]1)[CH2:8]2, predict the reactants needed to synthesize it. The reactants are: [C:1]12([C:11]3[CH:12]=[C:13]([C:25]4[N:30]=[CH:29][C:28]([CH:31]=[O:32])=[CH:27][CH:26]=4)[CH:14]=[CH:15][C:16]=3[O:17][Si](C(C)(C)C)(C)C)[CH2:10][CH:5]3[CH2:6][CH:7]([CH2:9][CH:3]([CH2:4]3)[CH2:2]1)[CH2:8]2.[F-].C([N+](CCCC)(CCCC)CCCC)CCC.